From a dataset of Full USPTO retrosynthesis dataset with 1.9M reactions from patents (1976-2016). Predict the reactants needed to synthesize the given product. (1) Given the product [CH3:36][O:37][C:38]1[C:45]([O:46][CH3:47])=[C:44]([O:48][CH3:49])[CH:43]=[C:42]([CH3:50])[C:39]=1[CH:40]([C:14]1[C:15]([O:22][CH3:23])=[N:16][CH:17]=[C:18]([Cl:21])[C:19]=1[CH3:20])[OH:41], predict the reactants needed to synthesize it. The reactants are: C(N(CC)CC)C.C([Mg]Cl)(C)C.Br[C:14]1[C:15]([O:22][CH3:23])=[N:16][CH:17]=[C:18]([Cl:21])[C:19]=1[CH3:20].ClC1C(C)=C([Mg]Cl)C(OC)=NC=1.[CH3:36][O:37][C:38]1[C:45]([O:46][CH3:47])=[C:44]([O:48][CH3:49])[CH:43]=[C:42]([CH3:50])[C:39]=1[CH:40]=[O:41]. (2) Given the product [N:1]1[C:13]2[C:12]3[CH:11]=[CH:10][CH:9]=[CH:8][C:7]=3[NH:6][C:5]=2[N:4]=[C:3]([NH:16][NH2:17])[N:2]=1, predict the reactants needed to synthesize it. The reactants are: [N:1]1[NH:2][C:3](=S)[N:4]=[C:5]2[C:13]=1[C:12]1[CH:11]=[CH:10][CH:9]=[CH:8][C:7]=1[NH:6]2.O.[NH2:16][NH2:17]. (3) Given the product [CH2:1]([O:8][C:9]1[C:18]2[C:13](=[CH:14][CH:15]=[CH:16][CH:17]=2)[CH:12]=[C:11]([CH2:19][N:20]([CH2:28][C:29]2[CH:34]=[C:33]([C:35]([F:38])([F:37])[F:36])[CH:32]=[C:31]([C:39]([F:42])([F:41])[F:40])[CH:30]=2)[C:21]2[N:26]=[CH:25][C:24]([N:70]3[CH2:80][CH2:79][CH:73]([C:74]([O:76][CH2:77][CH3:78])=[O:75])[CH2:72][CH2:71]3)=[CH:23][N:22]=2)[N:10]=1)[C:2]1[CH:7]=[CH:6][CH:5]=[CH:4][CH:3]=1, predict the reactants needed to synthesize it. The reactants are: [CH2:1]([O:8][C:9]1[C:18]2[C:13](=[CH:14][CH:15]=[CH:16][CH:17]=2)[CH:12]=[C:11]([CH2:19][N:20]([CH2:28][C:29]2[CH:34]=[C:33]([C:35]([F:38])([F:37])[F:36])[CH:32]=[C:31]([C:39]([F:42])([F:41])[F:40])[CH:30]=2)[C:21]2[N:26]=[CH:25][C:24](Br)=[CH:23][N:22]=2)[N:10]=1)[C:2]1[CH:7]=[CH:6][CH:5]=[CH:4][CH:3]=1.CC(C)([O-])C.[Na+].C(P(C(C)(C)C)C1C=CC=CC=1C1C=CC=CC=1)(C)(C)C.[NH:70]1[CH2:80][CH2:79][CH:73]([C:74]([O:76][CH2:77][CH3:78])=[O:75])[CH2:72][CH2:71]1.